Dataset: Reaction yield outcomes from USPTO patents with 853,638 reactions. Task: Predict the reaction yield, written as a fraction of the theoretical maximum amount of product (1.0 means a 100% yield; for example, 0.34 means a 34% yield). (1) The catalyst is C(Cl)Cl. The yield is 0.860. The reactants are [CH2:1]([O:8][C@H:9]1[C@@H:13]([O:14]CC2C=CC=CC=2)[C@@H:12]([O:22][CH3:23])[O:11][C@@H:10]1[CH2:24][O:25][CH2:26][C:27]1[CH:32]=[CH:31][CH:30]=[CH:29][CH:28]=1)[C:2]1[CH:7]=[CH:6][CH:5]=[CH:4][CH:3]=1.Cl[Sn](Cl)(Cl)Cl. The product is [CH2:1]([O:8][C@@H:9]1[C@@H:10]([CH2:24][O:25][CH2:26][C:27]2[CH:28]=[CH:29][CH:30]=[CH:31][CH:32]=2)[O:11][C@H:12]([O:22][CH3:23])[C@@H:13]1[OH:14])[C:2]1[CH:7]=[CH:6][CH:5]=[CH:4][CH:3]=1. (2) The reactants are [N+:1]([C:4]1[CH:20]=[CH:19][C:7]([C:8]([N:10]2[CH2:14][CH2:13][S:12][CH:11]2[C:15]([O:17]C)=[O:16])=[O:9])=[CH:6][CH:5]=1)([O-:3])=[O:2].[Li+].[OH-]. The catalyst is C1COCC1.Cl. The product is [N+:1]([C:4]1[CH:5]=[CH:6][C:7]([C:8]([N:10]2[CH2:14][CH2:13][S:12][CH:11]2[C:15]([OH:17])=[O:16])=[O:9])=[CH:19][CH:20]=1)([O-:3])=[O:2]. The yield is 0.860. (3) The reactants are [CH2:1]([S:3]([NH:6][CH2:7][C:8]1[CH:13]=[CH:12][C:11]([CH:14]([CH3:18])[C:15]([OH:17])=O)=[CH:10][C:9]=1[F:19])(=[O:5])=[O:4])[CH3:2].[N:20]1([C:25]2[C:30]([CH2:31][NH2:32])=[CH:29][CH:28]=[C:27]([C:33]([F:36])([F:35])[F:34])[N:26]=2)[CH2:24][CH2:23][CH2:22][CH2:21]1.ON1C2C=CC=CC=2N=N1.CN(C)CCCN=C=NCC.C(N(CC)CC)C. The catalyst is O1CCOCC1. The product is [CH2:1]([S:3]([NH:6][CH2:7][C:8]1[CH:13]=[CH:12][C:11]([CH:14]([CH3:18])[C:15]([NH:32][CH2:31][C:30]2[C:25]([N:20]3[CH2:24][CH2:23][CH2:22][CH2:21]3)=[N:26][C:27]([C:33]([F:36])([F:34])[F:35])=[CH:28][CH:29]=2)=[O:17])=[CH:10][C:9]=1[F:19])(=[O:4])=[O:5])[CH3:2]. The yield is 0.470. (4) The reactants are [N+:1]([CH2:4][CH:5]1[C:14]2[CH:15]=[CH:16][S:17][C:13]=2[C:12]2[CH:11]=[CH:10][CH:9]=[CH:8][C:7]=2[O:6]1)([O-])=O.[NH4+].[Cl-]. The catalyst is CC(O)=O.[Fe]. The product is [S:17]1[C:13]2[C:12]3[CH:11]=[CH:10][CH:9]=[CH:8][C:7]=3[O:6][CH:5]([CH2:4][NH2:1])[C:14]=2[CH:15]=[CH:16]1. The yield is 0.960. (5) The reactants are [NH:1]1[CH2:5][CH2:4][CH2:3][CH2:2]1.C([O-])([O-])=O.[K+].[K+].Cl[CH2:13][C:14]1[CH:15]=[C:16]2[N:22]=[C:21]([C:23]3[CH:28]=[CH:27][CH:26]=[CH:25][C:24]=3[N+:29]([O-:31])=[O:30])[S:20][C:17]2=[N:18][CH:19]=1.O. The catalyst is CC#N. The product is [N+:29]([C:24]1[CH:25]=[CH:26][CH:27]=[CH:28][C:23]=1[C:21]1[S:20][C:17]2[C:16]([N:22]=1)=[CH:15][C:14]([CH2:13][N:1]1[CH2:5][CH2:4][CH2:3][CH2:2]1)=[CH:19][N:18]=2)([O-:31])=[O:30]. The yield is 0.760. (6) The reactants are Cl[CH2:2][CH2:3][NH:4][S:5]([C:8]1[CH:13]=[CH:12][C:11]([NH:14][C:15]2[CH:20]=[C:19]([O:21][C:22]3[C:23]([CH3:29])=[N:24][C:25]([CH3:28])=[CH:26][CH:27]=3)[CH:18]=[CH:17][N:16]=2)=[CH:10][CH:9]=1)(=[O:7])=[O:6].[NH:30]1[CH2:35][CH2:34][S:33](=[O:37])(=[O:36])[CH2:32][CH2:31]1. The catalyst is CC(N(C)C)=O. The product is [CH3:29][C:23]1[C:22]([O:21][C:19]2[CH:18]=[CH:17][N:16]=[C:15]([NH:14][C:11]3[CH:12]=[CH:13][C:8]([S:5]([NH:4][CH2:3][CH2:2][N:30]4[CH2:35][CH2:34][S:33](=[O:37])(=[O:36])[CH2:32][CH2:31]4)(=[O:7])=[O:6])=[CH:9][CH:10]=3)[CH:20]=2)=[CH:27][CH:26]=[C:25]([CH3:28])[N:24]=1. The yield is 0.120.